This data is from Reaction yield outcomes from USPTO patents with 853,638 reactions. The task is: Predict the reaction yield, written as a fraction of the theoretical maximum amount of product (1.0 means a 100% yield; for example, 0.34 means a 34% yield). (1) The reactants are [CH2:1]([C@@H:3]1[C@@H:7]([C:8]2[CH:13]=[CH:12][C:11]([O:14][CH3:15])=[CH:10][CH:9]=2)[O:6][C:5](=[O:16])[NH:4]1)[CH3:2].[Cl:17][C:18]1[CH:23]=[C:22](Cl)[N:21]=[C:20]([N:25]2[CH2:30][CH2:29][O:28][CH2:27][CH2:26]2)[N:19]=1. The catalyst is CN(C=O)C. The product is [Cl:17][C:18]1[N:19]=[C:20]([N:25]2[CH2:30][CH2:29][O:28][CH2:27][CH2:26]2)[N:21]=[C:22]([N:4]2[C@@H:3]([CH2:1][CH3:2])[C@H:7]([C:8]3[CH:13]=[CH:12][C:11]([O:14][CH3:15])=[CH:10][CH:9]=3)[O:6][C:5]2=[O:16])[CH:23]=1. The yield is 0.910. (2) The reactants are [Cl:1][C:2]1[CH:8]=[C:7]([O:9][C:10]2[C:19]3[C:14](=[CH:15][C:16]([O:22][CH3:23])=[C:17]([O:20][CH3:21])[CH:18]=3)[N:13]=[CH:12][N:11]=2)[CH:6]=[CH:5][C:3]=1[NH2:4].ClC(Cl)(O[C:28](=[O:34])OC(Cl)(Cl)Cl)Cl.[CH2:36]([N:43]1[CH2:47][CH2:46][C@@H:45]([NH2:48])[CH2:44]1)[C:37]1[CH:42]=[CH:41][CH:40]=[CH:39][CH:38]=1.C(=O)([O-])O.[Na+]. The catalyst is C(N(CC)CC)C.C(Cl)(Cl)Cl. The product is [CH2:36]([N:43]1[CH2:47][CH2:46][C@@H:45]([NH:48][C:28]([NH:4][C:3]2[CH:5]=[CH:6][C:7]([O:9][C:10]3[C:19]4[C:14](=[CH:15][C:16]([O:22][CH3:23])=[C:17]([O:20][CH3:21])[CH:18]=4)[N:13]=[CH:12][N:11]=3)=[CH:8][C:2]=2[Cl:1])=[O:34])[CH2:44]1)[C:37]1[CH:38]=[CH:39][CH:40]=[CH:41][CH:42]=1. The yield is 0.590. (3) The reactants are [CH2:1]([C@H:8]1[CH2:12][O:11][C:10](=[O:13])[N:9]1[C:14](=[O:23])[CH2:15][CH2:16][C:17]1[CH:22]=[CH:21][CH:20]=[CH:19][CH:18]=1)[C:2]1[CH:7]=[CH:6][CH:5]=[CH:4][CH:3]=1.C[Si]([N-][Si](C)(C)C)(C)C.[Na+].Br[CH2:35][C:36]([O:38][C:39]([CH3:42])([CH3:41])[CH3:40])=[O:37].C1C[O:46][CH2:45]C1. No catalyst specified. The product is [CH2:1]([C@H:8]1[CH2:12][O:11][C:10](=[O:13])[N:9]1[C:14](=[O:23])[C@H:15]([CH2:16][C:17]1[CH:22]=[CH:21][CH:20]=[C:19]([O:46][CH3:45])[CH:18]=1)[CH2:35][C:36]([O:38][C:39]([CH3:42])([CH3:41])[CH3:40])=[O:37])[C:2]1[CH:3]=[CH:4][CH:5]=[CH:6][CH:7]=1. The yield is 0.790. (4) The reactants are Cl[C:2]1[N:7]=[C:6]([NH:8][CH2:9][C:10]2[CH:14]=[C:13]([CH3:15])[O:12][C:11]=2[CH3:16])[C:5]([F:17])=[CH:4][N:3]=1.[NH2:18][C:19]1[CH:20]=[C:21]([OH:25])[CH:22]=[CH:23][CH:24]=1. No catalyst specified. The product is [CH3:16][C:11]1[O:12][C:13]([CH3:15])=[CH:14][C:10]=1[CH2:9][NH:8][C:6]1[C:5]([F:17])=[CH:4][N:3]=[C:2]([NH:18][C:19]2[CH:24]=[CH:23][CH:22]=[C:21]([OH:25])[CH:20]=2)[N:7]=1. The yield is 0.0500. (5) The reactants are [C:1](=[O:4])([O-])[O-:2].[K+].[K+].[Cl:7][C:8]1[C:16]([Cl:17])=[C:15]2[C:11]([CH2:12][CH:13]([CH:19]([CH3:21])[CH3:20])[C:14]2=O)=[CH:10][C:9]=1O.BrC[C:25]1[CH:32]=[CH:31][C:28]([C:29]#[N:30])=[CH:27][CH:26]=1. The catalyst is CC(C)=O. The product is [Cl:7][C:8]1[C:16]([Cl:17])=[C:15]2[C:11]([CH2:12][CH:13]([CH:19]([CH3:21])[CH3:20])[CH2:14]2)=[CH:10][C:9]=1[O:2][C:1]([C:25]1[CH:32]=[CH:31][C:28]([C:29]#[N:30])=[CH:27][CH:26]=1)=[O:4]. The yield is 0.830. (6) The reactants are C([NH:9][C:10]([NH:12][C:13]1[C:18]([O:19][C:20]2[CH:25]=[CH:24][CH:23]=[CH:22][CH:21]=2)=[CH:17][C:16]([Br:26])=[CH:15][N:14]=1)=[S:11])(=O)C1C=CC=CC=1.C1COCC1.[OH-].[Na+]. The catalyst is O. The product is [Br:26][C:16]1[CH:17]=[C:18]([O:19][C:20]2[CH:21]=[CH:22][CH:23]=[CH:24][CH:25]=2)[C:13]([NH:12][C:10]([NH2:9])=[S:11])=[N:14][CH:15]=1. The yield is 0.930. (7) The reactants are [F:1][C:2]1[CH:10]=[C:9]2[C:5]([C:6]([C:20]3[CH:21]=[N:22][NH:23][CH:24]=3)=[CH:7][N:8]2[S:11]([C:14]2[CH:19]=[CH:18][CH:17]=[CH:16][CH:15]=2)(=[O:13])=[O:12])=[CH:4][CH:3]=1.[CH3:25][CH:26]([CH2:31]OS(C)(=O)=O)[C:27]([O:29][CH3:30])=[O:28]. No catalyst specified. The product is [F:1][C:2]1[CH:10]=[C:9]2[C:5]([C:6]([C:20]3[CH:24]=[N:23][N:22]([CH2:25][CH:26]([CH3:31])[C:27]([O:29][CH3:30])=[O:28])[CH:21]=3)=[CH:7][N:8]2[S:11]([C:14]2[CH:15]=[CH:16][CH:17]=[CH:18][CH:19]=2)(=[O:12])=[O:13])=[CH:4][CH:3]=1. The yield is 0.390. (8) The reactants are F[C:2]1[CH:7]=[CH:6][C:5]([C:8]2[O:9][C:10]3[CH:16]=[CH:15][CH:14]=[CH:13][C:11]=3[N:12]=2)=[CH:4][C:3]=1[N+:17]([O-:19])=[O:18].C(N(CC)CC)C.N[CH:28]1[CH2:33][CH2:32][CH2:31][CH2:30][O:29]1. The catalyst is C(O)C. The product is [O:9]1[C:10]2[CH:16]=[CH:15][CH:14]=[CH:13][C:11]=2[N:12]=[C:8]1[C:5]1[CH:6]=[CH:7][C:2]([CH:32]2[CH2:31][CH2:30][O:29][CH2:28][CH2:33]2)=[C:3]([N+:17]([O-:19])=[O:18])[CH:4]=1. The yield is 0.609. (9) The reactants are [Cl:1][C:2]1[N:7]=[C:6](/[CH:8]=C(/C2C=C(NS(C3C(F)=CC=CC=3F)(=O)=O)C=CC=2)\O)[CH:5]=[CH:4][N:3]=1.[Cl:29][C:30]1[C:39]([NH:40][C:41]([O:43][CH2:44][CH:45]=[CH2:46])=[O:42])=[CH:38][CH:37]=[CH:36][C:31]=1[C:32]([O:34]C)=O.ClC1N=C(C)C=CN=1. No catalyst specified. The product is [CH2:44]([O:43][C:41](=[O:42])[NH:40][C:39]1[CH:38]=[CH:37][CH:36]=[C:31](/[C:32](/[OH:34])=[CH:8]\[C:6]2[CH:5]=[CH:4][N:3]=[C:2]([Cl:1])[N:7]=2)[C:30]=1[Cl:29])[CH:45]=[CH2:46]. The yield is 0.796. (10) The reactants are [CH2:1]([O:3][C:4](=[O:28])[CH2:5][CH2:6][NH:7][C:8]1[CH:13]=[CH:12][C:11]([C:14]([N:16]2[CH2:22][C:21]3([CH3:24])[CH2:23][CH:17]2[CH2:18][C:19]([CH3:26])([CH3:25])[CH2:20]3)=[O:15])=[CH:10][C:9]=1[NH2:27])[CH3:2].C(=O)C.CN1C(=O)[CH2:36][CH2:35][CH2:34]1. No catalyst specified. The product is [CH2:1]([O:3][C:4](=[O:28])[CH2:5][CH2:6][N:7]1[C:8]2[CH:13]=[CH:12][C:11]([C:14]([N:16]3[CH2:22][C:21]4([CH3:24])[CH2:23][CH:17]3[CH2:18][C:19]([CH3:26])([CH3:25])[CH2:20]4)=[O:15])=[CH:10][C:9]=2[N:27]=[C:34]1[CH2:35][CH3:36])[CH3:2]. The yield is 0.380.